From a dataset of Reaction yield outcomes from USPTO patents with 853,638 reactions. Predict the reaction yield, written as a fraction of the theoretical maximum amount of product (1.0 means a 100% yield; for example, 0.34 means a 34% yield). The reactants are [CH2:1]([O:3][C:4]([C:6]1[NH:7][C:8]2[C:13]([C:14]=1[NH:15][C:16]1[CH:21]=[CH:20][N:19]=[CH:18][CH:17]=1)=[CH:12][C:11]([F:22])=[CH:10][CH:9]=2)=[O:5])[CH3:2].[CH3:23]C(C)([O-])C.[K+].O1CCCC1.IC.[Cl-].[NH4+]. The catalyst is CN(C)C=O.C(OCC)(=O)C. The yield is 0.300. The product is [CH2:1]([O:3][C:4]([C:6]1[N:7]([CH3:23])[C:8]2[C:13]([C:14]=1[NH:15][C:16]1[CH:21]=[CH:20][N:19]=[CH:18][CH:17]=1)=[CH:12][C:11]([F:22])=[CH:10][CH:9]=2)=[O:5])[CH3:2].